Dataset: Reaction yield outcomes from USPTO patents with 853,638 reactions. Task: Predict the reaction yield, written as a fraction of the theoretical maximum amount of product (1.0 means a 100% yield; for example, 0.34 means a 34% yield). (1) The reactants are [CH3:1][O:2][C:3]1[CH:11]=[C:10]2[C:6]([C:7]([CH3:23])=[C:8]([C:12]([NH:14][NH:15]C(OC(C)(C)C)=O)=[O:13])[NH:9]2)=[CH:5][CH:4]=1.C(O)(C(F)(F)F)=O. The catalyst is ClCCl. The product is [CH3:1][O:2][C:3]1[CH:11]=[C:10]2[C:6]([C:7]([CH3:23])=[C:8]([C:12]([NH:14][NH2:15])=[O:13])[NH:9]2)=[CH:5][CH:4]=1. The yield is 0.860. (2) The reactants are C([O:8][C:9]1[CH:14]=[CH:13][C:12]([C:15]2[S:19][C:18]([N:20]3[CH2:23][C:22]4([CH2:28][CH2:27][N:26]([C:29]([O:31][C:32]([CH3:35])([CH3:34])[CH3:33])=[O:30])[CH2:25][CH2:24]4)[CH2:21]3)=[N:17][N:16]=2)=[C:11]([F:36])[C:10]=1[F:37])C1C=CC=CC=1.CCOC(C)=O.C(Cl)Cl. The catalyst is CO.C(Cl)Cl.CO.[Pd]. The product is [F:36][C:11]1[C:10]([F:37])=[C:9]([OH:8])[CH:14]=[CH:13][C:12]=1[C:15]1[S:19][C:18]([N:20]2[CH2:23][C:22]3([CH2:28][CH2:27][N:26]([C:29]([O:31][C:32]([CH3:35])([CH3:34])[CH3:33])=[O:30])[CH2:25][CH2:24]3)[CH2:21]2)=[N:17][N:16]=1. The yield is 0.340. (3) The reactants are [Cl:1][C:2]1[CH:7]=[CH:6][C:5]([O:8][C:9]2[CH:14]=[CH:13][C:12](/[CH:15]=[CH:16]/[N+:17]([O-:19])=[O:18])=[CH:11][CH:10]=2)=[CH:4][C:3]=1[C:20]([F:23])([F:22])[F:21].[BH4-].[Na+]. The catalyst is CC(O)CCC.C(Cl)(Cl)Cl. The product is [Cl:1][C:2]1[CH:7]=[CH:6][C:5]([O:8][C:9]2[CH:14]=[CH:13][C:12]([CH2:15][CH2:16][N+:17]([O-:19])=[O:18])=[CH:11][CH:10]=2)=[CH:4][C:3]=1[C:20]([F:21])([F:22])[F:23]. The yield is 0.492. (4) The reactants are [C:1]1([N:7]2[C:12](=[O:13])[C:11]3[S:14][CH:15]=[C:16]([C:17]4[CH:22]=[CH:21][CH:20]=[CH:19][CH:18]=4)[C:10]=3[N:9]=[CH:8]2)[CH:6]=[CH:5][CH:4]=[CH:3][CH:2]=1.NC1C(C2C=CC=CC=2[Cl:35])=CSC=1C(OC)=O.C([O:47][CH2:48]C)(OCC)OCC.COC1C=CC(N)=CC=1. The catalyst is C(O)(=O)C. The product is [Cl:35][C:22]1[CH:21]=[CH:20][CH:19]=[CH:18][C:17]=1[C:16]1[C:10]2[N:9]=[CH:8][N:7]([C:1]3[CH:6]=[CH:5][C:4]([O:47][CH3:48])=[CH:3][CH:2]=3)[C:12](=[O:13])[C:11]=2[S:14][CH:15]=1. The yield is 0.350.